From a dataset of Full USPTO retrosynthesis dataset with 1.9M reactions from patents (1976-2016). Predict the reactants needed to synthesize the given product. (1) Given the product [ClH:17].[Cl:17][C:18]1[C:19]([CH3:21])=[N:16][C:13]2[N:12]([N:11]=[C:10]3[CH2:9][NH:8][CH2:15][C:14]3=2)[C:27]=1[CH3:26], predict the reactants needed to synthesize it. The reactants are: C(OC([N:8]1[CH2:15][C:14]2[C:10](=[N:11][NH:12][C:13]=2[NH2:16])[CH2:9]1)=O)(C)(C)C.[Cl:17][CH2:18][C:19]([CH2:21]C(=O)C)=O.O.[CH3:26][C:27](O)=O. (2) Given the product [F:28][C:25]1[CH:24]=[CH:23][C:22]([N:19]2[C:20](=[O:21])[C@H:17]([S:16][CH2:15][C:5]([C:8]3[CH:13]=[CH:12][C:11]([CH3:14])=[CH:10][CH:9]=3)=[O:4])[C@H:18]2[C:29]2[CH:43]=[CH:42][C:32]([O:33][CH2:34][C:35]([OH:37])=[O:36])=[CH:31][CH:30]=2)=[CH:27][CH:26]=1, predict the reactants needed to synthesize it. The reactants are: CC1(C)CO[C:5]([CH2:15][S:16][C@H:17]2[C:20](=[O:21])[N:19]([C:22]3[CH:27]=[CH:26][C:25]([F:28])=[CH:24][CH:23]=3)[C@@H:18]2[C:29]2[CH:43]=[CH:42][C:32]([O:33][CH2:34][C:35]([O:37]C(C)(C)C)=[O:36])=[CH:31][CH:30]=2)([C:8]2[CH:13]=[CH:12][C:11]([CH3:14])=[CH:10][CH:9]=2)[O:4]C1. (3) Given the product [CH3:5][O:1][C:2]([CH:6]1[C:14]2[C:9](=[CH:10][CH:11]=[CH:12][CH:13]=2)[CH:8]([CH2:15][NH2:16])[CH2:7]1)=[O:3], predict the reactants needed to synthesize it. The reactants are: [O:1]1[CH2:5]C[O:3][C:2]1=[C:6]1[C:14]2[C:9](=[CH:10][CH:11]=[CH:12][CH:13]=2)[C:8]([C:15]#[N:16])=[CH:7]1.S(=O)(=O)(O)O. (4) Given the product [CH3-:1].[CH3:1][C:2]1[C:7]([CH3:8])=[CH:6][C:5]2[N:9]([C@H:12]3[O:16][C@H:15]([CH2:17][OH:18])[C@@H:14]([O:19][P:20]([O:23][CH:24]([CH2:26][NH:27][C:28]([CH2:30][CH2:31][C@@:32]4([CH3:89])[C:48]5=[N:49][C@@H:34]([C@:35]6([CH3:84])[N-:73][C:38](=[C:39]([CH3:72])[C:40]7[C@:61]([CH2:63][C:64]([NH2:66])=[O:65])([CH3:62])[C@H:60]([CH2:67][CH2:68][C:69]([NH2:71])=[O:70])[C:42](=[CH:43][C:44]8[C:52]([CH3:54])([CH3:53])[C@H:51]([CH2:55][CH2:56][C:57]([NH2:59])=[O:58])[C:46](=[C:47]5[CH3:50])[N:45]=8)[N:41]=7)[C@@H:37]([CH2:74][CH2:75][C:76]([NH2:78])=[O:77])[C@@:36]6([CH2:80][C:81]([NH2:83])=[O:82])[CH3:79])[C@@H:33]4[CH2:85][C:86]([NH2:88])=[O:87])=[O:29])[CH3:25])([O-:22])=[O:21])[C@H:13]3[OH:90])[CH:10]=[N:11][C:4]=2[CH:3]=1.[Co+3:93], predict the reactants needed to synthesize it. The reactants are: [CH3:1][C:2]1[C:7]([CH3:8])=[CH:6][C:5]2[N:9]([C@H:12]3[O:16][C@H:15]([CH2:17][OH:18])[C@@H:14]([O:19][P:20]([O:23][C@@H:24]([CH2:26][NH:27][C:28]([CH2:30][CH2:31][C@@:32]4([CH3:89])[C:48]5=[N:49][C@@H:34]([C@:35]6([CH3:84])[N-:73][C:38](=[C:39]([CH3:72])[C:40]7[C@:61]([CH2:63][C:64]([NH2:66])=[O:65])([CH3:62])[C@H:60]([CH2:67][CH2:68][C:69]([NH2:71])=[O:70])[C:42](=[CH:43][C:44]8[C:52]([CH3:54])([CH3:53])[C@H:51]([CH2:55][CH2:56][C:57]([NH2:59])=[O:58])[C:46](=[C:47]5[CH3:50])[N:45]=8)[N:41]=7)[C@@H:37]([CH2:74][CH2:75][C:76]([NH2:78])=[O:77])[C@@:36]6([CH2:80][C:81]([NH2:83])=[O:82])[CH3:79])[C@@H:33]4[CH2:85][C:86]([NH2:88])=[O:87])=[O:29])[CH3:25])([O-:22])=[O:21])[C@H:13]3[OH:90])[CH:10]=[N:11][C:4]=2[CH:3]=1.[C-]#N.[Co+3:93].[Br-].C[S+](C)(C)=O.[BH4-].[Na+].[OH-].[Na+]. (5) Given the product [ClH:31].[ClH:57].[NH2:7][C@H:8]1[CH2:13][CH2:12][C@H:11]([NH:14][C:15]2[C:24]3[C:19](=[CH:20][CH:21]=[C:22]([C:25]4[CH:26]=[C:27]([Cl:33])[C:28]([OH:32])=[C:29]([Cl:31])[CH:30]=4)[N:23]=3)[N:18]=[CH:17][C:16]=2[C:34](=[O:36])[CH3:35])[CH2:10][CH2:9]1, predict the reactants needed to synthesize it. The reactants are: C(OC(=O)[NH:7][CH:8]1[CH2:13][CH2:12][CH:11]([NH:14][C:15]2[C:24]3[C:19](=[CH:20][CH:21]=[C:22]([C:25]4[CH:30]=[C:29]([Cl:31])[C:28]([OH:32])=[C:27]([Cl:33])[CH:26]=4)[N:23]=3)[N:18]=[CH:17][C:16]=2[C:34](=[O:36])[CH3:35])[CH2:10][CH2:9]1)(C)(C)C.C(O)(C(F)(F)F)=O.C1(N)C(F)=C(F)C(F)=C(N)C=1F.[ClH:57].Cl. (6) Given the product [CH2:28]([O:27][C:3]1[N:4]([C:15]2[CH:20]=[CH:19][C:18]([O:21][CH2:22][C:23]([F:26])([F:25])[F:24])=[CH:17][CH:16]=2)[C:5](=[O:14])[C:6]2[CH:12]=[CH:11][C:10](=[O:13])[NH:9][C:7]=2[N:8]=1)[CH3:29], predict the reactants needed to synthesize it. The reactants are: CS[C:3]1[N:4]([C:15]2[CH:20]=[CH:19][C:18]([O:21][CH2:22][C:23]([F:26])([F:25])[F:24])=[CH:17][CH:16]=2)[C:5](=[O:14])[C:6]2[CH:12]=[CH:11][C:10](=[O:13])[NH:9][C:7]=2[N:8]=1.[O-:27][CH2:28][CH3:29].[Na+].Cl. (7) The reactants are: [N+:1]([C:4]1[CH:9]=[CH:8][C:7]([C:10]([O:12][CH2:13][CH2:14][CH2:15][CH2:16][CH2:17][O:18]/[N:19]=[N+:20](/[N:22]2[CH2:29][CH2:28][CH2:27][C@H:23]2[C:24]([OH:26])=[O:25])\[O-:21])=[O:11])=[CH:6][CH:5]=1)([O-:3])=[O:2].[CH2:30]1N(P(Cl)(N2C(=O)OCC2)=O)C(=O)OC1.C(N(CC)CC)C.CO. Given the product [N+:1]([C:4]1[CH:5]=[CH:6][C:7]([C:10]([O:12][CH2:13][CH2:14][CH2:15][CH2:16][CH2:17][O:18]/[N:19]=[N+:20](/[N:22]2[CH2:29][CH2:28][CH2:27][C@H:23]2[C:24]([O:26][CH3:30])=[O:25])\[O-:21])=[O:11])=[CH:8][CH:9]=1)([O-:3])=[O:2], predict the reactants needed to synthesize it.